Dataset: Forward reaction prediction with 1.9M reactions from USPTO patents (1976-2016). Task: Predict the product of the given reaction. (1) Given the reactants [Br:1][C:2]1[C:3]2[C:7]([C:8]([F:11])=[CH:9][CH:10]=1)=[N:6][N:5]1[C:12]([CH:17]3[CH2:22][CH2:21][N:20](C(OC(C)(C)C)=O)[CH2:19][CH2:18]3)=[CH:13][C:14](=[O:16])[NH:15][C:4]=21.[ClH:30], predict the reaction product. The product is: [ClH:30].[Br:1][C:2]1[C:3]2[C:7]([C:8]([F:11])=[CH:9][CH:10]=1)=[N:6][N:5]1[C:12]([CH:17]3[CH2:22][CH2:21][NH:20][CH2:19][CH2:18]3)=[CH:13][C:14](=[O:16])[NH:15][C:4]=21. (2) Given the reactants C(N(CC)C(C)C)(C)C.[Br:10][C:11]1[CH:19]=[CH:18][C:14]([C:15]([OH:17])=O)=[CH:13][C:12]=1[F:20].[CH:21]1([C@H:24]([NH2:26])[CH3:25])[CH2:23][CH2:22]1.F[P-](F)(F)(F)(F)F.N1(O[P+](N(C)C)(N(C)C)N(C)C)C2C=CC=CC=2N=N1.C(Cl)Cl.C([O-])(O)=O.[Na+], predict the reaction product. The product is: [Br:10][C:11]1[CH:19]=[CH:18][C:14]([C:15]([NH:26][C@@H:24]([CH:21]2[CH2:23][CH2:22]2)[CH3:25])=[O:17])=[CH:13][C:12]=1[F:20]. (3) The product is: [Cl:8][C:5]1[CH:6]=[CH:7][C:2]([NH:15][CH:12]2[CH2:14][CH2:13]2)=[C:3]([N+:9]([O-:11])=[O:10])[CH:4]=1. Given the reactants Cl[C:2]1[CH:7]=[CH:6][C:5]([Cl:8])=[CH:4][C:3]=1[N+:9]([O-:11])=[O:10].[CH:12]1([NH2:15])[CH2:14][CH2:13]1, predict the reaction product. (4) Given the reactants [N:1]1[C:9]([NH2:10])=[C:8]2[C:4]([NH:5][CH:6]=[N:7]2)=[N:3][CH:2]=1.[H-].[Na+].Br[CH2:14][C:15]1[N:19]([C:20]2[CH:25]=[CH:24][CH:23]=[CH:22][CH:21]=2)[C:18]2[CH:26]=[CH:27][CH:28]=[CH:29][C:17]=2[N:16]=1, predict the reaction product. The product is: [C:20]1([N:19]2[C:18]3[CH:26]=[CH:27][CH:28]=[CH:29][C:17]=3[N:16]=[C:15]2[CH2:14][N:5]2[CH:6]=[N:7][C:8]3[C:4]2=[N:3][CH:2]=[N:1][C:9]=3[NH2:10])[CH:21]=[CH:22][CH:23]=[CH:24][CH:25]=1.